From a dataset of Forward reaction prediction with 1.9M reactions from USPTO patents (1976-2016). Predict the product of the given reaction. (1) Given the reactants [CH2:1]([NH:5][C:6]1[C:15]2[C:10](=[CH:11][CH:12]=[C:13]([N+:16]([O-:18])=[O:17])[CH:14]=2)[N:9]=[C:8](Cl)[N:7]=1)[CH2:2][CH2:3][CH3:4].[CH2:20]([NH2:23])[CH:21]=[CH2:22], predict the reaction product. The product is: [CH2:20]([NH:23][C:8]1[N:7]=[C:6]([NH:5][CH2:1][CH2:2][CH2:3][CH3:4])[C:15]2[C:10](=[CH:11][CH:12]=[C:13]([N+:16]([O-:18])=[O:17])[CH:14]=2)[N:9]=1)[CH:21]=[CH2:22]. (2) The product is: [NH2:1][C:2]1[N:7]2[N:8]=[C:9]([C:11]3[O:12][CH:13]=[CH:14][CH:15]=3)[N:10]=[C:6]2[CH:5]=[C:4]([C:16]2[N:31]=[C:29]([NH:28][CH2:27][CH2:26][N:23]3[CH2:22][CH2:21][O:20][CH2:25][CH2:24]3)[S:30][CH:17]=2)[N:3]=1. Given the reactants [NH2:1][C:2]1[N:7]2[N:8]=[C:9]([C:11]3[O:12][CH:13]=[CH:14][CH:15]=3)[N:10]=[C:6]2[CH:5]=[C:4]([C:16](=O)[CH2:17]Br)[N:3]=1.[O:20]1[CH2:25][CH2:24][N:23]([CH2:26][CH2:27][NH:28][C:29]([NH2:31])=[S:30])[CH2:22][CH2:21]1, predict the reaction product. (3) Given the reactants F[C:2]1[CH:10]=[C:9]2[C:5]([C:6]([CH:11]3[CH2:16][CH2:15][NH:14][CH2:13][CH2:12]3)=[CH:7][NH:8]2)=[CH:4][CH:3]=1.[CH2:17]([O:19][C:20](=[O:31])[C:21]1[CH:26]=[C:25]([CH2:27]Br)[CH:24]=[CH:23][C:22]=1[O:29][CH3:30])[CH3:18], predict the reaction product. The product is: [CH2:17]([O:19][C:20](=[O:31])[C:21]1[CH:26]=[C:25]([CH2:27][N:14]2[CH2:15][CH2:16][CH:11]([C:6]3[C:5]4[C:9](=[CH:10][CH:2]=[CH:3][CH:4]=4)[NH:8][CH:7]=3)[CH2:12][CH2:13]2)[CH:24]=[CH:23][C:22]=1[O:29][CH3:30])[CH3:18]. (4) Given the reactants Br[C:2]1[CH:7]=[CH:6][N:5]=[C:4]2[NH:8][C:9]([CH:11]3[CH2:13][CH2:12]3)=[CH:10][C:3]=12.[H-].[Na+].C([Li])CCC.C([O:24][B:25](OC(C)C)[O:26]C(C)C)(C)C, predict the reaction product. The product is: [CH:11]1([C:9]2[NH:8][C:4]3=[N:5][CH:6]=[CH:7][C:2]([B:25]([OH:26])[OH:24])=[C:3]3[CH:10]=2)[CH2:13][CH2:12]1. (5) Given the reactants C(OC([N:11]1[CH2:16][CH2:15][NH:14][C:13](=[O:17])[CH2:12]1)=O)C1C=CC=CC=1.[CH3:30][C:29]([O:28][C:26](O[C:26]([O:28][C:29]([CH3:32])([CH3:31])[CH3:30])=[O:27])=[O:27])([CH3:32])[CH3:31], predict the reaction product. The product is: [C:29]([O:28][C:26]([N:11]1[CH2:16][CH2:15][NH:14][C:13](=[O:17])[CH2:12]1)=[O:27])([CH3:30])([CH3:31])[CH3:32]. (6) Given the reactants [CH:1]([N:14]1[CH2:17][C:16]([C:19]2[CH:24]=[CH:23][C:22]([C:25]3[CH2:29][C:28]([C:34]4[CH:39]=[C:38]([Cl:40])[C:37]([Cl:41])=[C:36]([Cl:42])[CH:35]=4)([C:30]([F:33])([F:32])[F:31])[O:27][N:26]=3)=[CH:21][C:20]=2Br)([OH:18])[CH2:15]1)([C:8]1[CH:13]=[CH:12][CH:11]=[CH:10][CH:9]=1)[C:2]1[CH:7]=[CH:6][CH:5]=[CH:4][CH:3]=1.CN([CH:47]=[O:48])C, predict the reaction product. The product is: [CH:1]([N:14]1[CH2:17][C:16]2([C:19]3[C:20](=[CH:21][C:22]([C:25]4[CH2:29][C:28]([C:34]5[CH:39]=[C:38]([Cl:40])[C:37]([Cl:41])=[C:36]([Cl:42])[CH:35]=5)([C:30]([F:33])([F:32])[F:31])[O:27][N:26]=4)=[CH:23][CH:24]=3)[C:47](=[O:48])[O:18]2)[CH2:15]1)([C:8]1[CH:13]=[CH:12][CH:11]=[CH:10][CH:9]=1)[C:2]1[CH:7]=[CH:6][CH:5]=[CH:4][CH:3]=1. (7) Given the reactants N[C@H:2]([C:8](O)=O)[CH2:3][CH2:4][C:5](=O)[NH2:6].N[C@H](C(O)=O)CC(=O)N.[NH2:20][C@H:21]([C:26]([OH:28])=[O:27])[CH2:22][CH:23]([CH3:25])[CH3:24].N[C@H](C(O)=O)CCCNC(=N)N.N[C@H](C(O)=O)C(C)C, predict the reaction product. The product is: [NH2:20][C@H:21]([C:26]([OH:28])=[O:27])[CH2:22][C:23]1[C:25]2[C:5](=[CH:4][CH:3]=[CH:2][CH:8]=2)[NH:6][CH:24]=1. (8) Given the reactants [CH:1]1([N:7]2[C:11]3[CH:12]=[CH:13][C:14]([CH2:16][N:17]4[CH2:22][CH2:21][CH2:20][CH2:19][CH2:18]4)=[CH:15][C:10]=3[N:9]=[C:8]2[NH2:23])[CH2:6][CH2:5][CH2:4][CH2:3][CH2:2]1.[Br:24][C:25]1[CH:26]=[C:27]2[C:31](=[CH:32][CH:33]=1)[N:30]([CH2:34][O:35][CH2:36][CH2:37][Si:38]([CH3:41])([CH3:40])[CH3:39])[N:29]=[C:28]2I.CC1(C)C2C(=C(P(C3C=CC=CC=3)C3C=CC=CC=3)C=CC=2)OC2C(P(C3C=CC=CC=3)C3C=CC=CC=3)=CC=CC1=2.P([O-])([O-])([O-])=O.[K+].[K+].[K+], predict the reaction product. The product is: [Br:24][C:25]1[CH:26]=[C:27]2[C:31](=[CH:32][CH:33]=1)[N:30]([CH2:34][O:35][CH2:36][CH2:37][Si:38]([CH3:41])([CH3:40])[CH3:39])[N:29]=[C:28]2[NH:23][C:8]1[N:7]([CH:1]2[CH2:2][CH2:3][CH2:4][CH2:5][CH2:6]2)[C:11]2[CH:12]=[CH:13][C:14]([CH2:16][N:17]3[CH2:18][CH2:19][CH2:20][CH2:21][CH2:22]3)=[CH:15][C:10]=2[N:9]=1.